From a dataset of Catalyst prediction with 721,799 reactions and 888 catalyst types from USPTO. Predict which catalyst facilitates the given reaction. (1) Reactant: O[CH:2]([C:12]1[CH:17]=[CH:16][CH:15]=[CH:14][CH:13]=1)[CH2:3][C:4]1[C:9]([C:10]#[N:11])=[CH:8][N:7]=[CH:6][CH:5]=1.[OH-:18].[K+]. Product: [CH:3]([C:4]1[C:9]([C:10]([NH2:11])=[O:18])=[CH:8][N:7]=[CH:6][CH:5]=1)=[CH:2][C:12]1[CH:17]=[CH:16][CH:15]=[CH:14][CH:13]=1. The catalyst class is: 6. (2) Reactant: [C-]1C2C(=CC3C(C=2)=CC=CC=3)C=CC=1.[Na+].[CH3:16][S:17](=[N:24]S(C1C=CC(C)=CC=1)(=O)=O)([N:19]1[CH2:23][CH2:22][CH2:21][CH2:20]1)=[O:18]. Product: [NH:24]=[S:17]([CH3:16])([N:19]1[CH2:23][CH2:22][CH2:21][CH2:20]1)=[O:18]. The catalyst class is: 57. (3) Reactant: S(=O)(=O)(O)O.O.[Cl:7][C:8]1[CH:14]=[C:13]([O:15][CH3:16])[C:12]([SH:17])=[CH:11][C:9]=1[NH2:10].[CH3:18][O:19][C:20]1[CH:25]=[CH:24][CH:23]=[CH:22][C:21]=1[C:26](O)([CH3:28])[CH3:27]. Product: [Cl:7][C:8]1[CH:14]=[C:13]([O:15][CH3:16])[C:12]([S:17][C:26]([C:21]2[CH:22]=[CH:23][CH:24]=[CH:25][C:20]=2[O:19][CH3:18])([CH3:28])[CH3:27])=[CH:11][C:9]=1[NH2:10]. The catalyst class is: 7. (4) Reactant: CN.[NH2:3][C:4]1[C:9]([C:10]2[O:11][C:12]3[C:18]([C:19](O)=[O:20])=[CH:17][CH:16]=[CH:15][C:13]=3[N:14]=2)=[CH:8][C:7]([C:22]2[CH:23]=[N:24][N:25]([CH:27]3[CH2:32][CH2:31][N:30]([C:33]([O:35][C:36]([CH3:39])([CH3:38])[CH3:37])=[O:34])[CH2:29][CH2:28]3)[CH:26]=2)=[CH:6][N:5]=1.F[P-](F)(F)(F)(F)F.[CH3:47][N:48](C(=[O+]N1C2=NC=CC=C2N=N1)N(C)C)C. Product: [NH2:3][C:4]1[N:5]=[CH:6][C:7]([C:22]2[CH:23]=[N:24][N:25]([CH:27]3[CH2:32][CH2:31][N:30]([C:33]([O:35][C:36]([CH3:39])([CH3:38])[CH3:37])=[O:34])[CH2:29][CH2:28]3)[CH:26]=2)=[CH:8][C:9]=1[C:10]1[O:11][C:12]2[C:18]([C:19](=[O:20])[NH:48][CH3:47])=[CH:17][CH:16]=[CH:15][C:13]=2[N:14]=1. The catalyst class is: 475. (5) Reactant: [F:1][C:2]([F:32])([F:31])[C:3]1[CH:4]=[CH:5][C:6]([O:9][C:10]2[CH:11]=[C:12](/[CH:16]=[C:17]3/[CH2:18][CH:19]([NH:23]C(=O)OC(C)(C)C)[CH2:20][CH2:21][CH2:22]/3)[CH:13]=[CH:14][CH:15]=2)=[N:7][CH:8]=1.Cl. Product: [F:32][C:2]([F:1])([F:31])[C:3]1[CH:4]=[CH:5][C:6]([O:9][C:10]2[CH:11]=[C:12](/[CH:16]=[C:17]3/[CH2:18][CH:19]([NH2:23])[CH2:20][CH2:21][CH2:22]/3)[CH:13]=[CH:14][CH:15]=2)=[N:7][CH:8]=1. The catalyst class is: 155.